Dataset: Full USPTO retrosynthesis dataset with 1.9M reactions from patents (1976-2016). Task: Predict the reactants needed to synthesize the given product. (1) Given the product [N:18]1[CH:19]=[CH:20][N:21]=[CH:22][C:17]=1[NH:16][C:10]([C:4]1[C:3](=[O:15])[N:2]([CH3:1])[C:7]([CH3:8])=[CH:6][C:5]=1[OH:9])=[O:12], predict the reactants needed to synthesize it. The reactants are: [CH3:1][N:2]1[C:7]([CH3:8])=[CH:6][C:5]([OH:9])=[C:4]([C:10]([O:12]CC)=O)[C:3]1=[O:15].[NH2:16][C:17]1[CH:22]=[N:21][CH:20]=[CH:19][N:18]=1.BrC1C=CC=CC=1. (2) The reactants are: [C:1]([O:5][C:6](=[O:39])[NH:7][C@H:8]1[CH2:13][CH2:12][C@H:11]([CH2:14][CH:15]([OH:38])[CH:16]([C:18]2[C:27]3[C:22](=[CH:23][CH:24]=[C:25]([O:28][CH3:29])[N:26]=3)[N:21]=[CH:20][C:19]=2[O:30][CH2:31][C:32]2[CH:37]=[CH:36][CH:35]=[CH:34][CH:33]=2)[OH:17])[CH2:10][CH2:9]1)([CH3:4])([CH3:3])[CH3:2].[C:40](OCC)(=[O:42])C. Given the product [C:1]([O:5][C:6](=[O:39])[NH:7][C@H:8]1[CH2:9][CH2:10][C@H:11]([CH2:14][CH:15]2[CH:16]([C:18]3[C:27]4[C:22](=[CH:23][CH:24]=[C:25]([O:28][CH3:29])[N:26]=4)[N:21]=[CH:20][C:19]=3[O:30][CH2:31][C:32]3[CH:33]=[CH:34][CH:35]=[CH:36][CH:37]=3)[O:17][C:40](=[O:42])[O:38]2)[CH2:12][CH2:13]1)([CH3:4])([CH3:2])[CH3:3], predict the reactants needed to synthesize it.